From a dataset of Forward reaction prediction with 1.9M reactions from USPTO patents (1976-2016). Predict the product of the given reaction. (1) Given the reactants [N:1]1[C:10]2[C:5](=[CH:6][CH:7]=[CH:8][CH:9]=2)[C:4]([C:11]([C:14]2[N:15]=[CH:16][N:17]([C:19]([C:32]3[CH:37]=[CH:36][CH:35]=[CH:34][CH:33]=3)([C:26]3[CH:31]=[CH:30][CH:29]=[CH:28][CH:27]=3)[C:20]3[CH:25]=[CH:24][CH:23]=[CH:22][CH:21]=3)[CH:18]=2)(O)[CH3:12])=[CH:3][CH:2]=1.C(N(CC)CC)C.CS(Cl)(=O)=O, predict the reaction product. The product is: [C:19]([N:17]1[CH:18]=[C:14]([C:11]([C:4]2[C:5]3[C:10](=[CH:9][CH:8]=[CH:7][CH:6]=3)[N:1]=[CH:2][CH:3]=2)=[CH2:12])[N:15]=[CH:16]1)([C:32]1[CH:37]=[CH:36][CH:35]=[CH:34][CH:33]=1)([C:26]1[CH:31]=[CH:30][CH:29]=[CH:28][CH:27]=1)[C:20]1[CH:21]=[CH:22][CH:23]=[CH:24][CH:25]=1. (2) Given the reactants [NH:1]1[C:9]2[C:4](=[C:5]([C:10]3[N:11]=[C:12]([N:22]4[CH2:27][CH2:26][O:25][CH2:24][CH2:23]4)[C:13]4[S:18][C:17]([C:19]([OH:21])=O)=[CH:16][C:14]=4[N:15]=3)[CH:6]=[CH:7][CH:8]=2)[CH:3]=[N:2]1.[C:28]([N:31]1[CH2:36][CH2:35][NH:34][CH2:33][CH2:32]1)(=[O:30])[CH3:29], predict the reaction product. The product is: [NH:1]1[C:9]2[C:4](=[C:5]([C:10]3[N:11]=[C:12]([N:22]4[CH2:23][CH2:24][O:25][CH2:26][CH2:27]4)[C:13]4[S:18][C:17]([C:19]([N:34]5[CH2:35][CH2:36][N:31]([C:28](=[O:30])[CH3:29])[CH2:32][CH2:33]5)=[O:21])=[CH:16][C:14]=4[N:15]=3)[CH:6]=[CH:7][CH:8]=2)[CH:3]=[N:2]1. (3) The product is: [F:1][C:2]1[CH:10]=[C:9]2[C:5]([C:6]([C:12]3[N:17]=[C:16]4[C:18]([C:21]([NH:24][C:25]([CH3:36])([CH3:35])[CH2:26][NH:27][C:28](=[O:34])[O:29][C:30]([CH3:32])([CH3:31])[CH3:33])=[O:23])=[CH:19][NH:20][C:15]4=[N:14][CH:13]=3)=[N:7][N:8]2[CH3:11])=[CH:4][CH:3]=1. Given the reactants [F:1][C:2]1[CH:10]=[C:9]2[C:5]([C:6]([C:12]3[N:17]=[C:16]4[C:18]([C:21]([OH:23])=O)=[CH:19][NH:20][C:15]4=[N:14][CH:13]=3)=[N:7][N:8]2[CH3:11])=[CH:4][CH:3]=1.[NH2:24][C:25]([CH3:36])([CH3:35])[CH2:26][NH:27][C:28](=[O:34])[O:29][C:30]([CH3:33])([CH3:32])[CH3:31].CN(C(ON1N=NC2C=CC=NC1=2)=[N+](C)C)C.F[P-](F)(F)(F)(F)F.CCN(C(C)C)C(C)C, predict the reaction product. (4) Given the reactants [ClH:1].Cl.NCCN1C2C(NC3C=CC(OC4C=CC=C(OCC(F)(F)F)C=4)=C(C)C=3)=NC=NC=2C=C1.CS(CC(O)=O)(=O)=O.ON1C2C=CC=CC=2N=N1.Cl.C(N=C=NCCCN(C)C)C.[CH3:66][S:67]([CH2:70][C:71]([NH:73][CH2:74][CH2:75][N:76]1[C:84]2[C:83]([NH:85][C:86]3[CH:91]=[CH:90][C:89]([O:92][C:93]4[CH:98]=[CH:97][CH:96]=[C:95]([O:99][CH2:100][C:101]([F:104])([F:103])[F:102])[CH:94]=4)=[C:88]([CH3:105])[CH:87]=3)=[N:82][CH:81]=[N:80][C:79]=2[CH:78]=[CH:77]1)=[O:72])(=[O:69])=[O:68].Cl.C(OCC)(=O)C, predict the reaction product. The product is: [ClH:1].[CH3:66][S:67]([CH2:70][C:71]([NH:73][CH2:74][CH2:75][N:76]1[C:84]2[C:83]([NH:85][C:86]3[CH:91]=[CH:90][C:89]([O:92][C:93]4[CH:98]=[CH:97][CH:96]=[C:95]([O:99][CH2:100][C:101]([F:104])([F:103])[F:102])[CH:94]=4)=[C:88]([CH3:105])[CH:87]=3)=[N:82][CH:81]=[N:80][C:79]=2[CH:78]=[CH:77]1)=[O:72])(=[O:69])=[O:68].